This data is from Full USPTO retrosynthesis dataset with 1.9M reactions from patents (1976-2016). The task is: Predict the reactants needed to synthesize the given product. (1) Given the product [N:1]1([C:8]2[CH:13]=[CH:12][N:11]=[C:10]([NH:14][CH:15]3[CH2:20][CH2:19][CH2:18][N:17]([CH:21]4[CH2:26][CH2:25][CH2:24][CH2:23][CH2:22]4)[CH:16]3[CH2:27][CH2:28][N:29]([CH2:30][CH2:31][O:32][Si:33]([C:36]([CH3:39])([CH3:38])[CH3:37])([CH3:35])[CH3:34])[C:53]([CH:50]3[CH2:51][CH2:52][N:47]([C:45]([O:44][C:40]([CH3:43])([CH3:42])[CH3:41])=[O:46])[CH2:48][CH2:49]3)=[O:54])[N:9]=2)[CH2:7][CH2:6][CH2:5][CH2:4][CH2:3][CH2:2]1, predict the reactants needed to synthesize it. The reactants are: [N:1]1([C:8]2[CH:13]=[CH:12][N:11]=[C:10]([NH:14][CH:15]3[CH2:20][CH2:19][CH2:18][N:17]([CH:21]4[CH2:26][CH2:25][CH2:24][CH2:23][CH2:22]4)[CH:16]3[CH2:27][CH2:28][NH:29][CH2:30][CH2:31][O:32][Si:33]([C:36]([CH3:39])([CH3:38])[CH3:37])([CH3:35])[CH3:34])[N:9]=2)[CH2:7][CH2:6][CH2:5][CH2:4][CH2:3][CH2:2]1.[C:40]([O:44][C:45]([N:47]1[CH2:52][CH2:51][CH:50]([C:53](O)=[O:54])[CH2:49][CH2:48]1)=[O:46])([CH3:43])([CH3:42])[CH3:41].F[P-](F)(F)(F)(F)F.N1(OC(N(C)C)=[N+](C)C)C2C=CC=CC=2N=N1.C(N(C(C)C)CC)(C)C.C(=O)([O-])O.[Na+]. (2) Given the product [Br:1][C:2]1[CH:3]=[C:4]([S:8]([NH:11][C:12]([CH3:15])([CH3:14])[CH3:13])(=[O:10])=[O:9])[CH:5]=[N:6][CH:7]=1, predict the reactants needed to synthesize it. The reactants are: [Br:1][C:2]1[CH:3]=[C:4]([S:8]([NH2:11])(=[O:10])=[O:9])[CH:5]=[N:6][CH:7]=1.[C:12](N)([CH3:15])([CH3:14])[CH3:13]. (3) The reactants are: C([O:3][C:4]([C:6]1[C:10]([CH3:11])=[C:9]([C:12]2[CH:17]=[CH:16][C:15]([C:18]#[N:19])=[CH:14][CH:13]=2)[O:8][N:7]=1)=[O:5])C.[OH-].[Na+]. Given the product [C:18]([C:15]1[CH:14]=[CH:13][C:12]([C:9]2[O:8][N:7]=[C:6]([C:4]([OH:5])=[O:3])[C:10]=2[CH3:11])=[CH:17][CH:16]=1)#[N:19], predict the reactants needed to synthesize it. (4) Given the product [Cl:15][CH2:14][CH2:13][N:3]1[C:11]2[C:6](=[CH:7][CH:8]=[CH:9][CH:10]=2)[CH:5]=[CH:4]1, predict the reactants needed to synthesize it. The reactants are: [H-].[Na+].[NH:3]1[C:11]2[C:6](=[CH:7][CH:8]=[CH:9][CH:10]=2)[CH:5]=[CH:4]1.Br[CH2:13][CH2:14][Cl:15].O. (5) Given the product [C:1]([O:5][C:6]([N:8]1[CH2:13][CH2:12][N:11]([C:27](=[O:29])[CH3:28])[CH:10]([C:14]2[CH:19]=[CH:18][CH:17]=[CH:16][CH:15]=2)[CH2:9]1)=[O:7])([CH3:4])([CH3:2])[CH3:3], predict the reactants needed to synthesize it. The reactants are: [C:1]([O:5][C:6]([N:8]1[CH2:13][CH2:12][NH:11][CH:10]([C:14]2[CH:19]=[CH:18][CH:17]=[CH:16][CH:15]=2)[CH2:9]1)=[O:7])([CH3:4])([CH3:3])[CH3:2].C(N(CC)CC)C.[C:27](Cl)(=[O:29])[CH3:28]. (6) Given the product [CH3:1][O:2][C:3](=[O:13])[CH:4]([C:6]1[CH:11]=[CH:10][C:9]([N:28]([C:25]2[CH:26]=[CH:27][C:22]([O:21][CH2:14][C:15]3[CH:20]=[CH:19][CH:18]=[CH:17][CH:16]=3)=[CH:23][CH:24]=2)[CH3:29])=[CH:8][CH:7]=1)[CH3:5], predict the reactants needed to synthesize it. The reactants are: [CH3:1][O:2][C:3](=[O:13])[CH:4]([C:6]1[CH:11]=[CH:10][C:9](Br)=[CH:8][CH:7]=1)[CH3:5].[CH2:14]([O:21][C:22]1[CH:27]=[CH:26][C:25]([NH:28][CH3:29])=[CH:24][CH:23]=1)[C:15]1[CH:20]=[CH:19][CH:18]=[CH:17][CH:16]=1.CC(C1C=C(C(C)C)C(C2C=CC=CC=2P(C2CCCCC2)C2CCCCC2)=C(C(C)C)C=1)C.C([O-])([O-])=O.[Cs+].[Cs+]. (7) Given the product [F:55][C:56]1[CH:57]=[CH:58][C:59]([C:62]2[CH:71]=[C:70]([C:72]([NH:1][C:2]3[O:3][C:4]([C:7]4[O:8][CH:9]=[CH:10][CH:11]=4)=[N:5][N:6]=3)=[O:73])[C:69]3[C:64](=[CH:65][CH:66]=[CH:67][CH:68]=3)[N:63]=2)=[CH:60][CH:61]=1, predict the reactants needed to synthesize it. The reactants are: [NH2:1][C:2]1[O:3][C:4]([C:7]2[O:8][CH:9]=[CH:10][CH:11]=2)=[N:5][N:6]=1.C1C=NC2N(O)N=NC=2C=1.CN(C(ON1N=NC2C=CC=NC1=2)=[N+](C)C)C.F[P-](F)(F)(F)(F)F.C(N(CC)C(C)C)(C)C.[F:55][C:56]1[CH:61]=[CH:60][C:59]([C:62]2[CH:71]=[C:70]([C:72](O)=[O:73])[C:69]3[C:64](=[CH:65][CH:66]=[CH:67][CH:68]=3)[N:63]=2)=[CH:58][CH:57]=1. (8) Given the product [N+:20]([C:23]1[CH:24]=[CH:25][C:26]([C:27]([O:29][CH:19]2[CH2:18][CH:17]([CH2:16][NH:32][C:40]([O:42][C:43]([CH3:45])([CH3:46])[CH3:44])=[O:41])[CH2:14]2)=[O:28])=[CH:30][CH:31]=1)([O-:22])=[O:21], predict the reactants needed to synthesize it. The reactants are: [C:18]1(P([C:14]2[CH:19]=[CH:18][CH:17]=[CH:16]C=2)[C:18]2[CH:19]=[CH:14]C=[CH:16][CH:17]=2)[CH:19]=[CH:14]C=[CH:16][CH:17]=1.[N+:20]([C:23]1[CH:31]=[CH:30][C:26]([C:27]([OH:29])=[O:28])=[CH:25][CH:24]=1)([O-:22])=[O:21].[N:32]([C:40]([O:42][CH:43]([CH3:45])[CH3:44])=[O:41])=[N:32][C:40]([O:42][CH:43]([CH3:45])[CH3:44])=[O:41].[C:46](=O)([O-])O.[Na+].